Dataset: Forward reaction prediction with 1.9M reactions from USPTO patents (1976-2016). Task: Predict the product of the given reaction. (1) Given the reactants C[Al](C)C.[NH2:5][C:6]1[CH:13]=[CH:12][C:9]([C:10]#[N:11])=[CH:8][N:7]=1.[Si:14]([O:31][CH2:32][CH2:33][O:34][CH2:35][C@H:36]([O:41][C:42]1[N:47]=[CH:46][N:45]=[C:44]2[N:48]([C:51]3[CH:56]=[CH:55][CH:54]=[C:53]([Cl:57])[C:52]=3[CH3:58])[N:49]=[CH:50][C:43]=12)[C:37](OC)=[O:38])([C:27]([CH3:30])([CH3:29])[CH3:28])([C:21]1[CH:26]=[CH:25][CH:24]=[CH:23][CH:22]=1)[C:15]1[CH:20]=[CH:19][CH:18]=[CH:17][CH:16]=1.[C@H](O)(C([O-])=O)[C@@H](O)C([O-])=O.[Na+].[K+], predict the reaction product. The product is: [Si:14]([O:31][CH2:32][CH2:33][O:34][CH2:35][C@H:36]([O:41][C:42]1[C:43]2[CH:50]=[N:49][N:48]([C:51]3[CH:56]=[CH:55][CH:54]=[C:53]([Cl:57])[C:52]=3[CH3:58])[C:44]=2[N:45]=[CH:46][N:47]=1)[C:37]([NH:5][C:6]1[CH:13]=[CH:12][C:9]([C:10]#[N:11])=[CH:8][N:7]=1)=[O:38])([C:27]([CH3:28])([CH3:29])[CH3:30])([C:21]1[CH:22]=[CH:23][CH:24]=[CH:25][CH:26]=1)[C:15]1[CH:20]=[CH:19][CH:18]=[CH:17][CH:16]=1. (2) Given the reactants [CH2:1]([O:3][C:4]([N:6]1[C:14]2[C:9](=[CH:10][CH:11]=[C:12]([Cl:15])[CH:13]=2)/[C:8](=[CH:16]/[C:17]2[CH:22]=[CH:21][CH:20]=[C:19]([Cl:23])[CH:18]=2)/[C:7]1=[O:24])=[O:5])[CH3:2].[CH3:25][C:26]1[CH:31]=[CH:30][CH:29]=[C:28]([CH3:32])[C:27]=1[CH:33]=[N:34][C:35]([O:37][Si](C)(C)C)=[CH2:36], predict the reaction product. The product is: [CH2:1]([O:3][C:4]([N:6]1[C:14]2[C:9](=[CH:10][CH:11]=[C:12]([Cl:15])[CH:13]=2)[C:8]2([CH:16]([C:17]3[CH:22]=[CH:21][CH:20]=[C:19]([Cl:23])[CH:18]=3)[CH2:36][C:35](=[O:37])[NH:34][CH:33]2[C:27]2[C:28]([CH3:32])=[CH:29][CH:30]=[CH:31][C:26]=2[CH3:25])[C:7]1=[O:24])=[O:5])[CH3:2].